Dataset: NCI-60 drug combinations with 297,098 pairs across 59 cell lines. Task: Regression. Given two drug SMILES strings and cell line genomic features, predict the synergy score measuring deviation from expected non-interaction effect. (1) Drug 1: COC1=CC(=CC(=C1O)OC)C2C3C(COC3=O)C(C4=CC5=C(C=C24)OCO5)OC6C(C(C7C(O6)COC(O7)C8=CC=CS8)O)O. Drug 2: C1=CC(=CC=C1CC(C(=O)O)N)N(CCCl)CCCl.Cl. Cell line: RXF 393. Synergy scores: CSS=32.1, Synergy_ZIP=1.51, Synergy_Bliss=7.10, Synergy_Loewe=-11.0, Synergy_HSA=8.41. (2) Drug 1: COC1=NC(=NC2=C1N=CN2C3C(C(C(O3)CO)O)O)N. Drug 2: N.N.Cl[Pt+2]Cl. Cell line: NCI-H226. Synergy scores: CSS=14.1, Synergy_ZIP=-4.59, Synergy_Bliss=-1.97, Synergy_Loewe=-4.88, Synergy_HSA=-0.277. (3) Drug 1: CC1OCC2C(O1)C(C(C(O2)OC3C4COC(=O)C4C(C5=CC6=C(C=C35)OCO6)C7=CC(=C(C(=C7)OC)O)OC)O)O. Drug 2: CC(C)(C#N)C1=CC(=CC(=C1)CN2C=NC=N2)C(C)(C)C#N. Cell line: HT29. Synergy scores: CSS=8.15, Synergy_ZIP=-7.75, Synergy_Bliss=0.127, Synergy_Loewe=-0.991, Synergy_HSA=-0.955. (4) Drug 1: C1=NC2=C(N1)C(=S)N=C(N2)N. Drug 2: C(CN)CNCCSP(=O)(O)O. Cell line: MCF7. Synergy scores: CSS=29.5, Synergy_ZIP=4.62, Synergy_Bliss=7.48, Synergy_Loewe=-23.4, Synergy_HSA=4.98. (5) Drug 1: CCC1=C2CN3C(=CC4=C(C3=O)COC(=O)C4(CC)O)C2=NC5=C1C=C(C=C5)O. Drug 2: C1=NC(=NC(=O)N1C2C(C(C(O2)CO)O)O)N. Cell line: K-562. Synergy scores: CSS=51.7, Synergy_ZIP=-9.88, Synergy_Bliss=-9.41, Synergy_Loewe=-3.73, Synergy_HSA=-1.30. (6) Drug 2: C1=NNC2=C1C(=O)NC=N2. Synergy scores: CSS=33.1, Synergy_ZIP=-6.90, Synergy_Bliss=-16.6, Synergy_Loewe=-27.9, Synergy_HSA=-15.9. Drug 1: C1=CC(=CC=C1CCCC(=O)O)N(CCCl)CCCl. Cell line: 786-0. (7) Drug 1: CC12CCC(CC1=CCC3C2CCC4(C3CC=C4C5=CN=CC=C5)C)O. Drug 2: CC1=C(C=C(C=C1)C(=O)NC2=CC(=CC(=C2)C(F)(F)F)N3C=C(N=C3)C)NC4=NC=CC(=N4)C5=CN=CC=C5. Cell line: NCI-H226. Synergy scores: CSS=-5.18, Synergy_ZIP=1.08, Synergy_Bliss=-2.35, Synergy_Loewe=-5.15, Synergy_HSA=-4.97.